This data is from Reaction yield outcomes from USPTO patents with 853,638 reactions. The task is: Predict the reaction yield, written as a fraction of the theoretical maximum amount of product (1.0 means a 100% yield; for example, 0.34 means a 34% yield). (1) The reactants are [Cl-].COC[P+](C1C=CC=CC=1)(C1C=CC=CC=1)C1C=CC=CC=1.CCO[CH2:27][CH2:28][OH:29].C(=O)=O.[Li+].CC([N-]C(C)C)C.[CH2:41]([N:48]1[CH2:52][C:51](C=O)=[CH:50][NH:49]1)[C:42]1[CH:47]=[CH:46][CH:45]=[CH:44][CH:43]=1.Cl.C([O-])([O-])=O.[K+].[K+]. The catalyst is C1COCC1.O. The product is [CH2:41]([N:48]1[CH2:52][C:51]([CH2:27][CH:28]=[O:29])=[CH:50][NH:49]1)[C:42]1[CH:47]=[CH:46][CH:45]=[CH:44][CH:43]=1. The yield is 0.510. (2) The reactants are [Cl:1][C:2]1[C:9]([CH3:10])=[C:8]([NH:11][C@@H:12]([C:16]2[O:17][C:18]([C:21]3[CH:26]=[CH:25][CH:24]=[CH:23][CH:22]=3)=[N:19][N:20]=2)[C@@H:13]([OH:15])[CH3:14])[CH:7]=[CH:6][C:3]=1[C:4]#[N:5].[CH3:27][CH2:28][CH2:29][C:30](Cl)=[O:31]. The catalyst is N1C=CC=CC=1.C(Cl)Cl. The product is [C:30]([O:15][C@@H:13]([CH3:14])[C@@H:12]([NH:11][C:8]1[CH:7]=[CH:6][C:3]([C:4]#[N:5])=[C:2]([Cl:1])[C:9]=1[CH3:10])[C:16]1[O:17][C:18]([C:21]2[CH:26]=[CH:25][CH:24]=[CH:23][CH:22]=2)=[N:19][N:20]=1)(=[O:31])[CH2:29][CH2:28][CH3:27]. The yield is 0.970. (3) The reactants are [CH:1]1[C:10]2[C:5](=[CH:6][CH:7]=[CH:8][CH:9]=2)[CH:4]=[C:3]([NH:11][C:12]2[NH:13][C:14]3[C:20]([C:21](O)=[O:22])=[CH:19][CH:18]=[CH:17][C:15]=3[N:16]=2)[N:2]=1.CN(C(ON1N=NC2C=CC=CC1=2)=[N+](C)C)C.F[P-](F)(F)(F)(F)F.S(O)(O)(=O)=O.[NH2:53][C:54]1[NH:55][CH:56]=[CH:57][N:58]=1. No catalyst specified. The product is [NH:55]1[CH:56]=[CH:57][N:58]=[C:54]1[NH:53][C:21]([C:20]1[C:14]2[NH:13][C:12]([NH:11][C:3]3[N:2]=[CH:1][C:10]4[C:5]([CH:4]=3)=[CH:6][CH:7]=[CH:8][CH:9]=4)=[N:16][C:15]=2[CH:17]=[CH:18][CH:19]=1)=[O:22]. The yield is 0.150.